From a dataset of Reaction yield outcomes from USPTO patents with 853,638 reactions. Predict the reaction yield, written as a fraction of the theoretical maximum amount of product (1.0 means a 100% yield; for example, 0.34 means a 34% yield). (1) The reactants are [F:1][C:2]([F:14])([F:13])[C:3]1[CH:8]=[CH:7][C:6](/[CH:9]=[CH:10]/[CH2:11]O)=[CH:5][CH:4]=1.C1(P(C2C=CC=CC=2)C2C=CC=CC=2)C=CC=CC=1.C(Br)(Br)(Br)[Br:35].O. The catalyst is CC(N(C)C)=O. The product is [Br:35][CH2:11]/[CH:10]=[CH:9]/[C:6]1[CH:7]=[CH:8][C:3]([C:2]([F:14])([F:13])[F:1])=[CH:4][CH:5]=1. The yield is 0.950. (2) The yield is 0.570. The catalyst is C(Cl)Cl. The reactants are O[CH2:2][C:3]1([CH2:6][N:7]2[CH2:12][CH2:11][N:10]([C:13]([O:15][C:16]([CH3:19])([CH3:18])[CH3:17])=[O:14])[CH2:9][CH2:8]2)[CH2:5][CH2:4]1.C1C=CC(P(C2C=CC=CC=2)C2C=CC=CC=2)=CC=1.N1C=CN=C1.[I:44]I. The product is [I:44][CH2:2][C:3]1([CH2:6][N:7]2[CH2:12][CH2:11][N:10]([C:13]([O:15][C:16]([CH3:19])([CH3:18])[CH3:17])=[O:14])[CH2:9][CH2:8]2)[CH2:5][CH2:4]1. (3) The reactants are Cl[C:2]1[C:3]([C:8]([C:10]2[C:15](Cl)=[N:14][CH:13]=[CH:12][N:11]=2)=[O:9])=NC=CN=1.[NH3:17].C(=O)(O)[O-].[Na+]. The catalyst is C(O)C. The product is [C:3]1([C:8]([C:10]2[C:15]([NH2:17])=[N:14][CH:13]=[CH:12][N:11]=2)=[O:9])[CH:2]=[CH:10][CH:8]=[CH:3][CH:2]=1. The yield is 0.600. (4) The reactants are [Cl:1][C:2]1[CH:3]=[C:4]([N:8]2[N:12]=[N:11][C:10]([C@@H:13]3[NH:17][C@H:16]([C:18]([O:20]CC)=O)[CH2:15][CH2:14]3)=[N:9]2)[CH:5]=[CH:6][CH:7]=1.Br[CH2:24][C:25](Cl)=[O:26].C([O-])([O-])=O.[Na+].[Na+].[NH3:34].CO. The catalyst is CC#N.C1COCC1. The product is [Cl:1][C:2]1[CH:3]=[C:4]([N:8]2[N:12]=[N:11][C:10]([C@@H:13]3[N:17]4[C:25](=[O:26])[CH2:24][NH:34][C:18](=[O:20])[C@@H:16]4[CH2:15][CH2:14]3)=[N:9]2)[CH:5]=[CH:6][CH:7]=1. The yield is 0.800.